Task: Predict the reactants needed to synthesize the given product.. Dataset: Full USPTO retrosynthesis dataset with 1.9M reactions from patents (1976-2016) (1) Given the product [ClH:1].[NH2:11][C@@H:8]([C:5]1[C:4]([F:18])=[C:3]([C:2]([Cl:1])=[CH:7][CH:6]=1)[O:19][C:20]1[CH:25]=[CH:24][NH:23][C:22](=[O:26])[CH:21]=1)[CH2:9][CH3:10], predict the reactants needed to synthesize it. The reactants are: [Cl:1][C:2]1[CH:7]=[CH:6][C:5]([C@H:8]([NH:11][S@@](C(C)(C)C)=O)[CH2:9][CH3:10])=[C:4]([F:18])[C:3]=1[O:19][C:20]1[CH:25]=[CH:24][N:23]=[C:22]([O:26]C)[CH:21]=1. (2) Given the product [Cl:20][C:14]1[CH:15]=[C:16]([Cl:19])[CH:17]=[CH:18][C:13]=1[NH:12][C:9]1[N:8]=[C:7]([C:21]([F:24])([F:22])[F:23])[C:6]([C:4](=[O:5])[CH3:26])=[CH:11][N:10]=1, predict the reactants needed to synthesize it. The reactants are: CON(C)[C:4]([C:6]1[C:7]([C:21]([F:24])([F:23])[F:22])=[N:8][C:9]([NH:12][C:13]2[CH:18]=[CH:17][C:16]([Cl:19])=[CH:15][C:14]=2[Cl:20])=[N:10][CH:11]=1)=[O:5].[CH3:26][Li].